Dataset: CYP2D6 substrate classification data from Carbon-Mangels et al.. Task: Regression/Classification. Given a drug SMILES string, predict its absorption, distribution, metabolism, or excretion properties. Task type varies by dataset: regression for continuous measurements (e.g., permeability, clearance, half-life) or binary classification for categorical outcomes (e.g., BBB penetration, CYP inhibition). Dataset: cyp2d6_substrate_carbonmangels. The compound is CN(C)CCC=C1c2ccccc2C=Cc2ccccc21. The result is 1 (substrate).